Dataset: Full USPTO retrosynthesis dataset with 1.9M reactions from patents (1976-2016). Task: Predict the reactants needed to synthesize the given product. (1) Given the product [CH3:23][O:13][C:12](=[O:14])[CH:11]([NH:10][C:8](=[O:9])[C:7]1[C:6]([F:5])=[CH:21][CH:20]=[CH:19][C:18]=1[F:22])[CH2:15][CH:16]=[CH2:17], predict the reactants needed to synthesize it. The reactants are: S(Cl)(Cl)=O.[F:5][C:6]1[CH:21]=[CH:20][CH:19]=[C:18]([F:22])[C:7]=1[C:8]([NH:10][CH:11]([CH2:15][CH:16]=[CH2:17])[C:12]([OH:14])=[O:13])=[O:9].[CH3:23]O. (2) Given the product [C:10]([C:7]1[C:6]([CH3:14])=[C:5]([C:3]([OH:4])=[O:2])[O:9][N:8]=1)([CH3:13])([CH3:11])[CH3:12], predict the reactants needed to synthesize it. The reactants are: C[O:2][C:3]([C:5]1[O:9][N:8]=[C:7]([C:10]([CH3:13])([CH3:12])[CH3:11])[C:6]=1[CH3:14])=[O:4].[OH-].[Na+]. (3) Given the product [CH3:21][S:22]([O:1][C@@H:2]1[CH2:6][CH2:5][N:4]([C:7]([O:9][C:10]([CH3:13])([CH3:12])[CH3:11])=[O:8])[CH2:3]1)(=[O:24])=[O:23], predict the reactants needed to synthesize it. The reactants are: [OH:1][C@@H:2]1[CH2:6][CH2:5][N:4]([C:7]([O:9][C:10]([CH3:13])([CH3:12])[CH3:11])=[O:8])[CH2:3]1.CCN(CC)CC.[CH3:21][S:22](Cl)(=[O:24])=[O:23]. (4) Given the product [Br:13][C:14]1[CH:19]=[CH:18][C:17]([CH:20]([N:9]2[CH2:10][CH2:11][O:12][CH:7]([C:1]3[CH:2]=[CH:3][CH:4]=[CH:5][CH:6]=3)[CH2:8]2)[CH3:21])=[CH:16][CH:15]=1, predict the reactants needed to synthesize it. The reactants are: [C:1]1([CH:7]2[O:12][CH2:11][CH2:10][NH:9][CH2:8]2)[CH:6]=[CH:5][CH:4]=[CH:3][CH:2]=1.[Br:13][C:14]1[CH:19]=[CH:18][C:17]([C:20](=O)[CH3:21])=[CH:16][CH:15]=1. (5) Given the product [CH2:9]([O:8][C:6]1[CH:5]=[C:4]([CH3:11])[N:3]=[C:2]([N:15]2[CH2:14][CH2:13][N:12]([C:18]([O:20][C:21]([CH3:24])([CH3:23])[CH3:22])=[O:19])[CH2:17][CH2:16]2)[CH:7]=1)[CH3:10], predict the reactants needed to synthesize it. The reactants are: Br[C:2]1[CH:7]=[C:6]([O:8][CH2:9][CH3:10])[CH:5]=[C:4]([CH3:11])[N:3]=1.[N:12]1([C:18]([O:20][C:21]([CH3:24])([CH3:23])[CH3:22])=[O:19])[CH2:17][CH2:16][NH:15][CH2:14][CH2:13]1.CC(C)([O-])C.[Na+].C1C=CC(P(C2C(C3C(P(C4C=CC=CC=4)C4C=CC=CC=4)=CC=C4C=3C=CC=C4)=C3C(C=CC=C3)=CC=2)C2C=CC=CC=2)=CC=1.